This data is from Reaction yield outcomes from USPTO patents with 853,638 reactions. The task is: Predict the reaction yield, written as a fraction of the theoretical maximum amount of product (1.0 means a 100% yield; for example, 0.34 means a 34% yield). The reactants are [CH3:1][C:2]1[NH:6][C:5]([CH:7]=[O:8])=[N:4][C:3]=1[C:9]([F:12])([F:11])[F:10].Cl([O-])=[O:14].[Na+].P([O-])(O)(O)=O.[Na+].CC(=CC)C. No catalyst specified. The product is [CH3:1][C:2]1[NH:6][C:5]([C:7]([OH:14])=[O:8])=[N:4][C:3]=1[C:9]([F:12])([F:10])[F:11]. The yield is 1.00.